This data is from Reaction yield outcomes from USPTO patents with 853,638 reactions. The task is: Predict the reaction yield, written as a fraction of the theoretical maximum amount of product (1.0 means a 100% yield; for example, 0.34 means a 34% yield). (1) The yield is 0.520. The reactants are [CH3:1][CH:2]1[CH2:7][CH2:6][CH2:5][CH2:4][N:3]1[C:8]1[CH:9]=[CH:10][C:11]2[CH2:12][N:13](C(OC(C)(C)C)=O)[CH2:14][CH2:15][O:16][C:17]=2[N:18]=1.Cl.C(OCC)(=O)C.[OH-].[Na+]. No catalyst specified. The product is [CH3:1][CH:2]1[CH2:7][CH2:6][CH2:5][CH2:4][N:3]1[C:8]1[CH:9]=[CH:10][C:11]2[CH2:12][NH:13][CH2:14][CH2:15][O:16][C:17]=2[N:18]=1. (2) The catalyst is C1C=CC=CC=1.C([O-])(=O)C.[Rh+2].C([O-])(=O)C. The yield is 0.390. The reactants are [CH:1]([C:4]1[CH:9]=[CH:8][C:7]([OH:10])=[CH:6][CH:5]=1)([CH3:3])[CH3:2].[N+](=[C:13]([C:17](=[O:19])[CH3:18])[C:14](=[O:16])[CH3:15])=[N-]. The product is [CH:1]([C:4]1[CH:9]=[CH:8][C:7]([O:10][CH:13]([C:17](=[O:19])[CH3:18])[C:14](=[O:16])[CH3:15])=[CH:6][CH:5]=1)([CH3:3])[CH3:2]. (3) The reactants are F[C:2]1[CH:12]=[CH:11][C:5]([C:6]([O:8][CH2:9][CH3:10])=[O:7])=[CH:4][C:3]=1[N+:13]([O-:15])=[O:14].[SH:16][C:17]1[CH:26]=[CH:25][CH:24]=[CH:23][C:18]=1[C:19]([O:21][CH3:22])=[O:20].C([O-])([O-])=O.[Cs+].[Cs+]. The catalyst is CN(C=O)C.CCOC(C)=O. The product is [CH2:9]([O:8][C:6](=[O:7])[C:5]1[CH:11]=[CH:12][C:2]([S:16][C:17]2[CH:26]=[CH:25][CH:24]=[CH:23][C:18]=2[C:19]([O:21][CH3:22])=[O:20])=[C:3]([N+:13]([O-:15])=[O:14])[CH:4]=1)[CH3:10]. The yield is 0.730. (4) The reactants are N1CCOCC1.Br[Se:8][C:9]1[CH:14]=[CH:13][CH:12]=[CH:11][CH:10]=1.[CH3:15][O:16][C:17]([CH:19]([CH2:26][CH2:27][CH2:28][CH2:29][CH2:30][CH2:31][CH2:32][CH2:33][CH2:34][CH2:35][CH2:36][CH3:37])[C:20](=[O:25])[C:21]([O:23][CH3:24])=[O:22])=[O:18]. The catalyst is C(Cl)Cl. The product is [C:9]1([Se:8][C:19]([C:17]([O:16][CH3:15])=[O:18])([CH2:26][CH2:27][CH2:28][CH2:29][CH2:30][CH2:31][CH2:32][CH2:33][CH2:34][CH2:35][CH2:36][CH3:37])[C:20](=[O:25])[C:21]([O:23][CH3:24])=[O:22])[CH:14]=[CH:13][CH:12]=[CH:11][CH:10]=1. The yield is 0.600. (5) The reactants are [SH:1][C:2]1[S:3][C:4]2[CH2:14][CH2:13][C:12]3[C:7](=[CH:8][CH:9]=[CH:10][C:11]=3[O:15][CH2:16][C:17]([O:19]CC)=[O:18])[C:5]=2[N:6]=1.[Cl:22][C:23]1[CH:28]=[CH:27][C:26]([CH:29](Br)[C:30]2[CH:35]=[CH:34][C:33]([Cl:36])=[CH:32][CH:31]=2)=[CH:25][CH:24]=1. The product is [Cl:22][C:23]1[CH:24]=[CH:25][C:26]([CH:29]([C:30]2[CH:35]=[CH:34][C:33]([Cl:36])=[CH:32][CH:31]=2)[S:1][C:2]2[S:3][C:4]3[CH2:14][CH2:13][C:12]4[C:7](=[CH:8][CH:9]=[CH:10][C:11]=4[O:15][CH2:16][C:17]([OH:19])=[O:18])[C:5]=3[N:6]=2)=[CH:27][CH:28]=1. No catalyst specified. The yield is 0.770. (6) The reactants are [NH2:1][C:2]1[S:3][CH:4]=[C:5]([CH2:7][O:8]/[N:9]=[C:10](/[C:18]2[CH:23]=[CH:22][CH:21]=[CH:20][CH:19]=2)\[C:11]2[N:12]([CH3:17])[O:13][C:14](=[O:16])[N:15]=2)[N:6]=1.N1C=CC=CC=1.[O:30]1[C:35]2[CH:36]=[CH:37][CH:38]=[CH:39][C:34]=2[O:33][CH2:32][CH:31]1[C:40](Cl)=[O:41]. The catalyst is ClCCl. The product is [CH3:17][N:12]1[C:11](/[C:10](=[N:9]\[O:8][CH2:7][C:5]2[N:6]=[C:2]([NH:1][C:40]([CH:31]3[O:30][C:35]4[CH:36]=[CH:37][CH:38]=[CH:39][C:34]=4[O:33][CH2:32]3)=[O:41])[S:3][CH:4]=2)/[C:18]2[CH:23]=[CH:22][CH:21]=[CH:20][CH:19]=2)=[N:15][C:14](=[O:16])[O:13]1. The yield is 0.990. (7) The reactants are Cl[C:2]1[CH:7]=[CH:6][C:5]([N+:8]([O-:10])=[O:9])=[CH:4][C:3]=1[CH:11]=[CH:12][C:13]([O:15][CH3:16])=[O:14].[F-:17].[K+].CS(C)=O. The catalyst is C(OCC)(=O)C. The product is [F:17][C:2]1[CH:7]=[CH:6][C:5]([N+:8]([O-:10])=[O:9])=[CH:4][C:3]=1[CH:11]=[CH:12][C:13]([O:15][CH3:16])=[O:14]. The yield is 0.540. (8) The product is [Cl:1][C:2]1[CH:3]=[C:4]([C:9]2[CH:10]=[CH:11][C:12](/[CH:15]=[CH:16]/[CH2:17][O:18][C:32]3[CH:31]=[CH:30][C:29]([CH2:28][C@H:22]([O:21][CH2:19][CH3:20])[C:23]([O:25][CH2:26][CH3:27])=[O:24])=[CH:34][CH:33]=3)=[CH:13][CH:14]=2)[CH:5]=[C:6]([Cl:8])[CH:7]=1. The reactants are [Cl:1][C:2]1[CH:3]=[C:4]([C:9]2[CH:14]=[CH:13][C:12](/[CH:15]=[CH:16]/[CH2:17][OH:18])=[CH:11][CH:10]=2)[CH:5]=[C:6]([Cl:8])[CH:7]=1.[CH2:19]([O:21][C@@H:22]([CH2:28][C:29]1[CH:34]=[CH:33][C:32](O)=[CH:31][CH:30]=1)[C:23]([O:25][CH2:26][CH3:27])=[O:24])[CH3:20]. The yield is 0.700. The catalyst is C(OCC)(=O)C.